From a dataset of NCI-60 drug combinations with 297,098 pairs across 59 cell lines. Regression. Given two drug SMILES strings and cell line genomic features, predict the synergy score measuring deviation from expected non-interaction effect. (1) Drug 1: B(C(CC(C)C)NC(=O)C(CC1=CC=CC=C1)NC(=O)C2=NC=CN=C2)(O)O. Drug 2: N.N.Cl[Pt+2]Cl. Cell line: MALME-3M. Synergy scores: CSS=79.1, Synergy_ZIP=1.27, Synergy_Bliss=2.43, Synergy_Loewe=-1.09, Synergy_HSA=4.42. (2) Drug 1: C1C(C(OC1N2C=C(C(=O)NC2=O)F)CO)O. Drug 2: CCCCC(=O)OCC(=O)C1(CC(C2=C(C1)C(=C3C(=C2O)C(=O)C4=C(C3=O)C=CC=C4OC)O)OC5CC(C(C(O5)C)O)NC(=O)C(F)(F)F)O. Cell line: NCIH23. Synergy scores: CSS=23.3, Synergy_ZIP=-3.46, Synergy_Bliss=-1.44, Synergy_Loewe=-8.15, Synergy_HSA=-2.57.